This data is from Reaction yield outcomes from USPTO patents with 853,638 reactions. The task is: Predict the reaction yield, written as a fraction of the theoretical maximum amount of product (1.0 means a 100% yield; for example, 0.34 means a 34% yield). (1) The reactants are [CH2:1]([O:8][C:9]1[C:14]([C:15]#[N:16])=[C:13]([NH:17][NH2:18])[N:12]=[CH:11][CH:10]=1)[C:2]1[CH:7]=[CH:6][CH:5]=[CH:4][CH:3]=1.CCN(CC)CC.[CH:26]1([CH2:29][C:30](Cl)=[O:31])[CH2:28][CH2:27]1. The catalyst is C(Cl)Cl. The product is [C:15]([C:14]1[C:13]([NH:17][NH:18][C:30](=[O:31])[CH2:29][CH:26]2[CH2:28][CH2:27]2)=[N:12][CH:11]=[CH:10][C:9]=1[O:8][CH2:1][C:2]1[CH:3]=[CH:4][CH:5]=[CH:6][CH:7]=1)#[N:16]. The yield is 0.910. (2) The reactants are Cl[C:2]1[CH:3]=[CH:4][C:5]([C:8]2[CH:13]=[CH:12][CH:11]=[CH:10][CH:9]=2)=[N:6][CH:7]=1.[CH2:14]([Mg]Br)[CH3:15]. The catalyst is C1COCC1. The product is [CH2:14]([C:2]1[CH:3]=[CH:4][C:5]([C:8]2[CH:13]=[CH:12][CH:11]=[CH:10][CH:9]=2)=[N:6][CH:7]=1)[CH3:15]. The yield is 0.190. (3) The reactants are [Br:1][C:2]1[CH:8]=[C:7]([Br:9])[CH:6]=[C:5]([Br:10])[C:3]=1[NH2:4].S(=O)(=O)(O)O.N([O-])=O.[Na+].NC(N)=O.[N-:24]=[N+:25]=[N-].[Na+]. The product is [N:4]([C:3]1[C:2]([Br:1])=[CH:8][C:7]([Br:9])=[CH:6][C:5]=1[Br:10])=[N+:24]=[N-:25]. The catalyst is O.C(O)(=O)C. The yield is 0.930.